The task is: Predict the reaction yield, written as a fraction of the theoretical maximum amount of product (1.0 means a 100% yield; for example, 0.34 means a 34% yield).. This data is from Reaction yield outcomes from USPTO patents with 853,638 reactions. (1) The reactants are [F:1][C:2]1[CH:7]=[CH:6][C:5]([C:8]2[S:12][C:11]3[CH:13]=[C:14]([O:17][CH3:18])[CH:15]=[CH:16][C:10]=3[C:9]=2[O:19][C:20]2[CH:25]=[CH:24][C:23](/[CH:26]=[CH:27]/[C:28]([O:30]C(C)(C)C)=[O:29])=[CH:22][CH:21]=2)=[C:4]([CH3:35])[CH:3]=1.O1CCOCC1. The catalyst is Cl. The product is [F:1][C:2]1[CH:7]=[CH:6][C:5]([C:8]2[S:12][C:11]3[CH:13]=[C:14]([O:17][CH3:18])[CH:15]=[CH:16][C:10]=3[C:9]=2[O:19][C:20]2[CH:25]=[CH:24][C:23](/[CH:26]=[CH:27]/[C:28]([OH:30])=[O:29])=[CH:22][CH:21]=2)=[C:4]([CH3:35])[CH:3]=1. The yield is 0.990. (2) The reactants are [CH3:1][O:2][C:3]1[CH:11]=[C:10]2[C:6]([CH:7]=[CH:8][NH:9]2)=[CH:5][CH:4]=1.ClS([N:16]=[C:17]=O)(=O)=O. The catalyst is CN(C=O)C. The product is [CH3:1][O:2][C:3]1[CH:11]=[C:10]2[C:6]([C:7]([C:17]#[N:16])=[CH:8][NH:9]2)=[CH:5][CH:4]=1. The yield is 0.850. (3) The reactants are [CH3:1][O:2][C:3]1[CH:4]=[C:5]([CH:7]=[CH:8][C:9]=1[O:10][CH3:11])[NH2:6].[C:12]([O-:15])([O-])=O.[K+].[K+].[CH3:18][O:19][CH:20]([O:23][CH3:24])[CH2:21][NH2:22].C[CH2:26][O:27]C(C)=O. The yield is 0.710. The product is [CH3:18][O:19][CH:20]([O:23][CH3:24])[CH2:21][NH:22][C:12](=[O:15])[C:26]([NH:6][C:5]1[CH:7]=[CH:8][C:9]([O:10][CH3:11])=[C:3]([O:2][CH3:1])[CH:4]=1)=[O:27]. The catalyst is O. (4) The reactants are C(=O)([O-])[O-].[K+].[K+].[CH2:7](Br)[C:8]1[CH:13]=[CH:12][CH:11]=[CH:10][CH:9]=1.[CH3:15][O:16][C:17](=[O:23])[CH2:18][C:19](=[O:22])[CH2:20][CH3:21]. The catalyst is CC(C)=O. The product is [CH3:15][O:16][C:17](=[O:23])[CH:18]([CH2:7][C:8]1[CH:13]=[CH:12][CH:11]=[CH:10][CH:9]=1)[C:19](=[O:22])[CH2:20][CH3:21]. The yield is 0.580. (5) The reactants are [CH2:1]([N:3]1[C:12]2[CH:11]=[C:10]3[O:13][CH2:14][O:15][C:9]3=[CH:8][C:7]=2[C:6](=[O:16])[C:5]([C:17]([OH:19])=[O:18])=[CH:4]1)[CH3:2].OS(O)(=O)=O.[N+:25]([O-])([O-:27])=[O:26].[K+]. The catalyst is O. The product is [CH2:1]([N:3]1[C:12]2[CH:11]=[C:10]3[O:13][CH2:14][O:15][C:9]3=[C:8]([N+:25]([O-:27])=[O:26])[C:7]=2[C:6](=[O:16])[C:5]([C:17]([OH:19])=[O:18])=[CH:4]1)[CH3:2]. The yield is 0.980. (6) The reactants are [N+:1]([C:4]1[CH:11]=[CH:10][C:7]([CH2:8]Br)=[CH:6][CH:5]=1)([O-:3])=[O:2].[CH2:12]([O:14][C:15]([C:17]1[NH:18][C:19]2[C:24]([CH:25]=1)=[CH:23][CH:22]=[CH:21][CH:20]=2)=[O:16])[CH3:13].C(=O)([O-])[O-].[K+].[K+]. The catalyst is CC(C)=O. The product is [N+:1]([C:4]1[CH:11]=[CH:10][C:7]([CH2:8][N:18]2[C:19]3[C:24](=[CH:23][CH:22]=[CH:21][CH:20]=3)[CH:25]=[C:17]2[C:15]([O:14][CH2:12][CH3:13])=[O:16])=[CH:6][CH:5]=1)([O-:3])=[O:2]. The yield is 0.720. (7) The reactants are O1CCCC1.[C:6]1([CH3:23])[CH:11]=[CH:10][C:9]([O:12][C:13]2[S:17][C:16]([CH2:18][C:19](Cl)=[N:20][OH:21])=[CH:15][CH:14]=2)=[CH:8][CH:7]=1.[C:24]([C:26]1[C:27]([NH2:32])=[N:28][CH:29]=[CH:30][CH:31]=1)#[CH:25].C(N(CC)CC)C. The catalyst is O. The product is [C:6]1([CH3:23])[CH:11]=[CH:10][C:9]([O:12][C:13]2[S:17][C:16]([CH2:18][C:19]3[CH:25]=[C:24]([C:26]4[C:27]([NH2:32])=[N:28][CH:29]=[CH:30][CH:31]=4)[O:21][N:20]=3)=[CH:15][CH:14]=2)=[CH:8][CH:7]=1. The yield is 0.0165. (8) The reactants are [C:1]1(=[O:10])[C:9]2[C:4](=[CH:5][CH:6]=[CH:7][CH:8]=2)[CH2:3][NH:2]1.[N+:11]([O-])([O-:13])=[O:12].[K+]. The catalyst is S(=O)(=O)(O)O. The product is [N+:11]([C:7]1[CH:8]=[C:9]2[C:4]([CH2:3][NH:2][C:1]2=[O:10])=[CH:5][CH:6]=1)([O-:13])=[O:12]. The yield is 0.700. (9) The reactants are [C:1]([C:3]1([C:16](=[O:25])[NH:17][C:18]2[CH:23]=[CH:22][C:21]([CH3:24])=[CH:20][N:19]=2)[CH2:8][CH2:7][N:6]([C:9]([O:11][C:12]([CH3:15])([CH3:14])[CH3:13])=[O:10])[CH2:5][CH2:4]1)#[N:2]. The catalyst is C(O)(=O)C.[Pt](=O)=O. The product is [NH2:2][CH2:1][C:3]1([C:16](=[O:25])[NH:17][C:18]2[CH:23]=[CH:22][C:21]([CH3:24])=[CH:20][N:19]=2)[CH2:8][CH2:7][N:6]([C:9]([O:11][C:12]([CH3:13])([CH3:15])[CH3:14])=[O:10])[CH2:5][CH2:4]1. The yield is 0.930. (10) The reactants are [OH:1][C:2]1[CH:3]=[C:4]([C@H:9]([CH3:13])[C:10]([OH:12])=[O:11])[CH:5]=[C:6]([OH:8])[CH:7]=1.[C:14]1([CH3:24])[CH2:19][CH2:18][C:17]([CH:20]([CH3:22])[CH3:21])=[C:16](O)[CH:15]=1.CCCCCC. The catalyst is C(Cl)(Cl)Cl. The product is [OH:1][C:2]1[CH:3]=[C:4]([C@H:9]([CH3:13])[C:10]([OH:12])=[O:11])[CH:5]=[C:6]2[C:7]=1[C@@H:18]1[CH2:19][C:14]([CH3:24])=[CH:15][CH2:16][C@H:17]1[C:20]([CH3:22])([CH3:21])[O:8]2. The yield is 0.320.